From a dataset of Reaction yield outcomes from USPTO patents with 853,638 reactions. Predict the reaction yield, written as a fraction of the theoretical maximum amount of product (1.0 means a 100% yield; for example, 0.34 means a 34% yield). The reactants are [OH:1][CH2:2][C@@H:3]1[CH2:6][CH2:5][C@H:4]1[C:7]([O:9][CH3:10])=[O:8].[F:11][C:12]([F:20])(S(F)(=O)=O)C(O)=O.C([O-])(O)=O.[Na+]. The catalyst is C(#N)C. The product is [F:11][CH:12]([F:20])[O:1][CH2:2][C@@H:3]1[CH2:6][CH2:5][C@H:4]1[C:7]([O:9][CH3:10])=[O:8]. The yield is 0.800.